Dataset: Reaction yield outcomes from USPTO patents with 853,638 reactions. Task: Predict the reaction yield, written as a fraction of the theoretical maximum amount of product (1.0 means a 100% yield; for example, 0.34 means a 34% yield). The reactants are C([N-]C(C)C)(C)C.[Li+].[CH2:9]([N:16]1[CH2:21][CH2:20][CH:19]([N:22]2[CH:26]=[C:25]([Br:27])[CH:24]=[N:23]2)[CH2:18][CH2:17]1)[C:10]1[CH:15]=[CH:14][CH:13]=[CH:12][CH:11]=1.[F:28]N(S(C1C=CC=CC=1)(=O)=O)S(C1C=CC=CC=1)(=O)=O. The catalyst is C1COCC1. The product is [CH2:9]([N:16]1[CH2:21][CH2:20][CH:19]([N:22]2[C:26]([F:28])=[C:25]([Br:27])[CH:24]=[N:23]2)[CH2:18][CH2:17]1)[C:10]1[CH:15]=[CH:14][CH:13]=[CH:12][CH:11]=1. The yield is 0.250.